Dataset: Full USPTO retrosynthesis dataset with 1.9M reactions from patents (1976-2016). Task: Predict the reactants needed to synthesize the given product. Given the product [CH2:1]([C:5]1[N:6]=[C:7]([CH3:27])[N:8]([CH2:31][CH2:32][C:33]2[CH:38]=[CH:37][CH:36]=[C:35]([F:39])[CH:34]=2)[C:9](=[O:26])[C:10]=1[CH2:11][C:12]1[CH:17]=[CH:16][C:15]([C:18]2[CH:23]=[CH:22][CH:21]=[CH:20][C:19]=2[C:24]2[NH:42][C:43](=[O:46])[O:44][N:25]=2)=[CH:14][CH:13]=1)[CH2:2][CH2:3][CH3:4], predict the reactants needed to synthesize it. The reactants are: [CH2:1]([C:5]1[N:6]=[C:7]([CH3:27])[NH:8][C:9](=[O:26])[C:10]=1[CH2:11][C:12]1[CH:17]=[CH:16][C:15]([C:18]2[C:19]([C:24]#[N:25])=[CH:20][CH:21]=[CH:22][CH:23]=2)=[CH:14][CH:13]=1)[CH2:2][CH2:3][CH3:4].[H-].[Na+].Br[CH2:31][CH2:32][C:33]1[CH:38]=[CH:37][CH:36]=[C:35]([F:39])[CH:34]=1.[Cl-].O[NH3+:42].[C:43](=[O:46])([O-])[OH:44].[Na+].